The task is: Predict the reaction yield, written as a fraction of the theoretical maximum amount of product (1.0 means a 100% yield; for example, 0.34 means a 34% yield).. This data is from Reaction yield outcomes from USPTO patents with 853,638 reactions. (1) The reactants are [CH3:1][C:2]1[N:3]=[C:4]2[C:9]([NH:10][CH:11]3[C:20]4[C:15](=[CH:16][CH:17]=[CH:18][C:19]=4[CH3:21])[O:14][CH2:13][CH2:12]3)=[CH:8][C:7]([C:22](O)=[O:23])=[CH:6][N:5]2[CH:25]=1.Cl.[CH3:27][NH:28][CH3:29].O.ON1C2C=CC=CC=2N=N1.C(N(CC)CC)C.Cl.CN(C)CCCN=C=NCC. The catalyst is ClCCl.O. The product is [CH3:27][N:28]([CH3:29])[C:22]([C:7]1[CH:8]=[C:9]([NH:10][CH:11]2[C:20]3[C:15](=[CH:16][CH:17]=[CH:18][C:19]=3[CH3:21])[O:14][CH2:13][CH2:12]2)[C:4]2[N:5]([CH:25]=[C:2]([CH3:1])[N:3]=2)[CH:6]=1)=[O:23]. The yield is 1.00. (2) The reactants are Cl[C:2]1[C:3]([C:10]([O:12][CH3:13])=[O:11])=[N:4][N:5]([CH3:9])[C:6](=[O:8])[CH:7]=1.[F:14][C:15]1[CH:21]=[CH:20][CH:19]=[CH:18][C:16]=1[NH2:17]. No catalyst specified. The product is [F:14][C:15]1[CH:21]=[CH:20][CH:19]=[CH:18][C:16]=1[NH:17][C:2]1[C:3]([C:10]([O:12][CH3:13])=[O:11])=[N:4][N:5]([CH3:9])[C:6](=[O:8])[CH:7]=1. The yield is 0.610. (3) The reactants are [C:1]([O:5][C:6]([N:8]1[CH2:14][CH2:13][C:12]2[C:15]([NH:20][CH2:21][C:22]3[CH:27]=[CH:26][C:25]([S:28]C(=O)N(C)C)=[CH:24][CH:23]=3)=[C:16]([Cl:19])[CH:17]=[CH:18][C:11]=2[CH2:10][CH2:9]1)=[O:7])([CH3:4])([CH3:3])[CH3:2].[OH-].[K+].Br[CH2:37][C:38]([O:40][CH3:41])=[O:39]. The catalyst is CO.CCOC(C)=O. The product is [C:1]([O:5][C:6]([N:8]1[CH2:14][CH2:13][C:12]2[C:15]([NH:20][CH2:21][C:22]3[CH:27]=[CH:26][C:25]([S:28][CH2:37][C:38]([O:40][CH3:41])=[O:39])=[CH:24][CH:23]=3)=[C:16]([Cl:19])[CH:17]=[CH:18][C:11]=2[CH2:10][CH2:9]1)=[O:7])([CH3:4])([CH3:3])[CH3:2]. The yield is 0.750. (4) The reactants are [I:1][C:2]1[C:7]([CH3:8])=[CH:6][C:5]([NH:9][C:10](=[O:13])[CH:11]=[CH2:12])=[C:4]([CH3:14])[CH:3]=1.CN(C)C=O.[NH:20]1[CH2:25][CH2:24][CH:23]([O:26][C:27](=[O:41])[NH:28][C:29]2[CH:34]=[CH:33][CH:32]=[CH:31][C:30]=2[C:35]2[CH:40]=[CH:39][CH:38]=[CH:37][CH:36]=2)[CH2:22][CH2:21]1. The product is [I:1][C:2]1[C:7]([CH3:8])=[CH:6][C:5]([NH:9][C:10]([CH2:11][CH2:12][N:20]2[CH2:21][CH2:22][CH:23]([O:26][C:27](=[O:41])[NH:28][C:29]3[CH:34]=[CH:33][CH:32]=[CH:31][C:30]=3[C:35]3[CH:40]=[CH:39][CH:38]=[CH:37][CH:36]=3)[CH2:24][CH2:25]2)=[O:13])=[C:4]([CH3:14])[CH:3]=1. The yield is 0.790. The catalyst is C(O)(C)C.